From a dataset of Reaction yield outcomes from USPTO patents with 853,638 reactions. Predict the reaction yield, written as a fraction of the theoretical maximum amount of product (1.0 means a 100% yield; for example, 0.34 means a 34% yield). (1) The reactants are [CH3:1][N:2]1[C:7](=[O:8])[C:6]([NH:9][C:10]2[CH:15]=[CH:14][C:13]([N:16]3[CH2:21][CH2:20][N:19]([CH:22]4[CH2:25][O:24][CH2:23]4)[CH2:18][CH2:17]3)=[CH:12][N:11]=2)=[CH:5][C:4]([C:26]2[CH:33]=[N:32][CH:31]=[C:30]([N:34]3[CH:46]=[CH:45][N:37]4[C:38]5[CH2:39][CH2:40][CH2:41][CH2:42][C:43]=5[CH:44]=[C:36]4[C:35]3=[O:47])[C:27]=2[CH:28]=[O:29])=[CH:3]1.[BH4-].[Na+]. The catalyst is CO. The product is [OH:29][CH2:28][C:27]1[C:26]([C:4]2[CH:5]=[C:6]([NH:9][C:10]3[CH:15]=[CH:14][C:13]([N:16]4[CH2:17][CH2:18][N:19]([CH:22]5[CH2:25][O:24][CH2:23]5)[CH2:20][CH2:21]4)=[CH:12][N:11]=3)[C:7](=[O:8])[N:2]([CH3:1])[CH:3]=2)=[CH:33][N:32]=[CH:31][C:30]=1[N:34]1[CH:46]=[CH:45][N:37]2[C:38]3[CH2:39][CH2:40][CH2:41][CH2:42][C:43]=3[CH:44]=[C:36]2[C:35]1=[O:47]. The yield is 0.370. (2) The reactants are [O:1]1[C:5]2=[CH:6][N:7]=[C:8]([CH:10]=[O:11])[CH:9]=[C:4]2[CH:3]=[CH:2]1.[OH:12]P([O-])(O)=O.[K+].[O-]Cl=O.[Na+].[OH-].[Na+]. The catalyst is CS(C)=O.O.CO. The product is [O:1]1[C:5]2=[CH:6][N:7]=[C:8]([C:10]([OH:12])=[O:11])[CH:9]=[C:4]2[CH:3]=[CH:2]1. The yield is 0.940. (3) The reactants are [C:1]([NH:4][C:5]1[CH:10]=[CH:9][C:8]([C:11]2[N:20]=[C:19]([C:21]([OH:23])=O)[C:18]3[C:13](=[CH:14][CH:15]=[CH:16][CH:17]=3)[N:12]=2)=[CH:7][CH:6]=1)(=[O:3])[CH3:2].Cl.[OH:25][C:26]1[C:35]([O:36][CH3:37])=[CH:34][CH:33]=[C:32]2[C:27]=1[CH2:28][CH2:29][NH:30][CH2:31]2. No catalyst specified. The product is [C:1]([NH:4][C:5]1[CH:10]=[CH:9][C:8]([C:11]2[N:20]=[C:19]([C:21]([N:30]3[CH2:29][CH2:28][C:27]4[C:32](=[CH:33][CH:34]=[C:35]([O:36][CH3:37])[C:26]=4[OH:25])[CH2:31]3)=[O:23])[C:18]3[C:13](=[CH:14][CH:15]=[CH:16][CH:17]=3)[N:12]=2)=[CH:7][CH:6]=1)(=[O:3])[CH3:2]. The yield is 0.0900. (4) The reactants are [NH2:1][N:2]1[CH:6]=[CH:5][CH:4]=[C:3]1[C:7]([NH2:9])=[O:8].[C:10]([O:14][C:15]([N:17]1[CH2:21][CH2:20][CH2:19][C@H:18]1[C:22](O)=[O:23])=[O:16])([CH3:13])([CH3:12])[CH3:11].Cl.CN(C)CCCN=C=NCC. The catalyst is C1COCC1. The product is [C:7]([C:3]1[N:2]([NH:1][C:22]([C@@H:18]2[CH2:19][CH2:20][CH2:21][N:17]2[C:15]([O:14][C:10]([CH3:13])([CH3:12])[CH3:11])=[O:16])=[O:23])[CH:6]=[CH:5][CH:4]=1)(=[O:8])[NH2:9]. The yield is 0.780. (5) The catalyst is C1COCC1. The yield is 0.940. The product is [OH:15][CH2:14][C@@H:9]1[CH2:10][CH:11]([CH3:13])[CH2:12][N:8]1[C:6]([O:5][C:1]([CH3:2])([CH3:4])[CH3:3])=[O:7]. The reactants are [C:1]([O:5][C:6]([N:8]1[CH2:12][CH:11]([CH3:13])[CH2:10][C@H:9]1[C:14](O)=[O:15])=[O:7])([CH3:4])([CH3:3])[CH3:2].B.[NH4+].[Cl-].O. (6) The reactants are [I:1][C:2]1[CH:10]=[CH:9][C:8]([N+:11]([O-:13])=[O:12])=[CH:7][C:3]=1[C:4]([OH:6])=O.S(Cl)(Cl)=O.[CH3:18][N:19]([CH3:23])[CH2:20][CH2:21]N.[OH-].[Na+].ClCCl.C[N:30](C=O)C. The catalyst is ClCCl.O.C(N(CC)CC)C. The product is [CH3:18][N:19]([CH2:20][CH2:21][C:10]1[C:2]([I:1])=[C:3]([CH:7]=[C:8]([N+:11]([O-:13])=[O:12])[CH:9]=1)[C:4]([NH2:30])=[O:6])[CH3:23]. The yield is 0.700. (7) The reactants are [C:1]([O:5][CH2:6][CH3:7])(=[O:4])[CH2:2][OH:3].C(N(CC)CC)C.[CH3:15][C:16]([Si:19](Cl)([C:26]1[CH:31]=[CH:30][CH:29]=[CH:28][CH:27]=1)[C:20]1[CH:25]=[CH:24][CH:23]=[CH:22][CH:21]=1)([CH3:18])[CH3:17]. The catalyst is CN(C1C=CN=CC=1)C.C(Cl)Cl. The product is [Si:19]([O:3][CH2:2][C:1]([O:5][CH2:6][CH3:7])=[O:4])([C:16]([CH3:18])([CH3:17])[CH3:15])([C:26]1[CH:27]=[CH:28][CH:29]=[CH:30][CH:31]=1)[C:20]1[CH:25]=[CH:24][CH:23]=[CH:22][CH:21]=1. The yield is 0.910.